From a dataset of Forward reaction prediction with 1.9M reactions from USPTO patents (1976-2016). Predict the product of the given reaction. (1) Given the reactants [NH:1]1[CH2:5][CH2:4][CH2:3][C:2]1=[O:6].Br[C:8]1[N:13]=[C:12](/[CH:14]=[CH:15]/[C:16]2[N:25]=[C:24]([N:26]([CH3:28])[CH3:27])[C:23]3[C:18](=[CH:19][CH:20]=[C:21]([Cl:29])[CH:22]=3)[N:17]=2)[CH:11]=[CH:10][CH:9]=1, predict the reaction product. The product is: [Cl:29][C:21]1[CH:22]=[C:23]2[C:18](=[CH:19][CH:20]=1)[N:17]=[C:16](/[CH:15]=[CH:14]/[C:12]1[N:13]=[C:8]([N:1]3[CH2:5][CH2:4][CH2:3][C:2]3=[O:6])[CH:9]=[CH:10][CH:11]=1)[N:25]=[C:24]2[N:26]([CH3:28])[CH3:27]. (2) Given the reactants [C:1]([O:4][CH2:5][CH2:6][O:7][C:8]1[CH:9]=[C:10]([C:14]2[CH:19]=[CH:18][CH:17]=[C:16]([CH2:20][CH2:21][C:22]3[N:23]=[C:24]([NH2:30])[N:25]([CH3:29])[C:26](=[O:28])[CH:27]=3)[CH:15]=2)[CH:11]=[CH:12][CH:13]=1)(=O)C.COCCBr, predict the reaction product. The product is: [NH2:30][C:24]1[N:25]([CH3:29])[C:26](=[O:28])[CH:27]=[C:22]([CH2:21][CH2:20][C:16]2[CH:15]=[C:14]([C:10]3[CH:11]=[CH:12][CH:13]=[C:8]([O:7][CH2:6][CH2:5][O:4][CH3:1])[CH:9]=3)[CH:19]=[CH:18][CH:17]=2)[N:23]=1. (3) Given the reactants [CH3:1][C:2]1[C:7]2[O:8][C:9]([NH:11][CH:12]3[CH2:17][CH2:16][NH:15][CH2:14][CH2:13]3)=[N:10][C:6]=2[CH:5]=[CH:4][N:3]=1.[CH2:18]([O:20][C:21]1[CH:22]=[C:23]([CH:26]=[C:27]([O:30][CH2:31][CH3:32])[C:28]=1[F:29])[CH:24]=O)[CH3:19].C([BH3-])#N.[Na+].C(N(C(C)C)C(C)C)C, predict the reaction product. The product is: [CH2:18]([O:20][C:21]1[CH:22]=[C:23]([CH:26]=[C:27]([O:30][CH2:31][CH3:32])[C:28]=1[F:29])[CH2:24][N:15]1[CH2:16][CH2:17][CH:12]([NH:11][C:9]2[O:8][C:7]3[C:2]([CH3:1])=[N:3][CH:4]=[CH:5][C:6]=3[N:10]=2)[CH2:13][CH2:14]1)[CH3:19]. (4) Given the reactants [Cl:1][C:2]1[N:7]=[C:6]([NH:8][C:9]2[CH:10]=[C:11]3[C:15](=[CH:16][CH:17]=2)[NH:14][N:13]=[CH:12]3)[CH:5]=[C:4](Cl)[N:3]=1.[N:19]1([C:25]([O:27][C:28]([CH3:31])([CH3:30])[CH3:29])=[O:26])[CH2:24][CH2:23][NH:22][CH2:21][CH2:20]1.O, predict the reaction product. The product is: [NH:14]1[C:15]2[C:11](=[CH:10][C:9]([NH:8][C:6]3[N:7]=[C:2]([Cl:1])[N:3]=[C:4]([N:22]4[CH2:21][CH2:20][N:19]([C:25]([O:27][C:28]([CH3:31])([CH3:30])[CH3:29])=[O:26])[CH2:24][CH2:23]4)[CH:5]=3)=[CH:17][CH:16]=2)[CH:12]=[N:13]1. (5) Given the reactants [I:1][C:2]1[CH:3]=[C:4]([CH:8]=[CH:9][C:10]=1[CH3:11])[C:5]([OH:7])=[O:6].C(OC(O[C:15]([CH3:18])([CH3:17])[CH3:16])=O)(O[C:15]([CH3:18])([CH3:17])[CH3:16])=O, predict the reaction product. The product is: [I:1][C:2]1[CH:3]=[C:4]([CH:8]=[CH:9][C:10]=1[CH3:11])[C:5]([O:7][C:15]([CH3:18])([CH3:17])[CH3:16])=[O:6]. (6) Given the reactants CS(OCC1O[N:10]=[C:9]([C@@H:12]2[CH2:16][CH2:15][CH2:14][N:13]2[C:17](=[O:32])[C:18]([F:31])([F:30])[C:19]2([OH:29])[CH2:24][C:23]([CH3:26])([CH3:25])[CH2:22][C:21]([CH3:28])([CH3:27])[CH2:20]2)C=1)(=O)=O.CS(OCC1[O:40][C:41]([C@@H:44]2CC[CH2:46][N:45]2[C:49](=O)C(F)(F)C2(O)CC(C)(C)CC(C)(C)C2)=[N:42]N=1)(=O)=O, predict the reaction product. The product is: [CH3:46][N:45]([CH2:44][C:41]1[O:40][C:9]([C@@H:12]2[CH2:16][CH2:15][CH2:14][N:13]2[C:17](=[O:32])[C:18]([F:31])([F:30])[C:19]2([OH:29])[CH2:20][C:21]([CH3:28])([CH3:27])[CH2:22][C:23]([CH3:26])([CH3:25])[CH2:24]2)=[N:10][N:42]=1)[CH3:49]. (7) Given the reactants [Cl:1][C:2]1[CH:3]=[CH:4][C:5]([CH2:11][O:12][C:13]2[CH:18]=[CH:17][CH:16]=[C:15]([Cl:19])[CH:14]=2)=[C:6]([CH:10]=1)[C:7]([OH:9])=O.Cl.[NH2:21][C@H:22]([C:24]1[CH:33]=[CH:32][C:27]([C:28]([O:30][CH3:31])=[O:29])=[CH:26][CH:25]=1)[CH3:23], predict the reaction product. The product is: [Cl:1][C:2]1[CH:3]=[CH:4][C:5]([CH2:11][O:12][C:13]2[CH:18]=[CH:17][CH:16]=[C:15]([Cl:19])[CH:14]=2)=[C:6]([CH:10]=1)[C:7]([NH:21][C@H:22]([C:24]1[CH:33]=[CH:32][C:27]([C:28]([O:30][CH3:31])=[O:29])=[CH:26][CH:25]=1)[CH3:23])=[O:9].